This data is from Reaction yield outcomes from USPTO patents with 853,638 reactions. The task is: Predict the reaction yield, written as a fraction of the theoretical maximum amount of product (1.0 means a 100% yield; for example, 0.34 means a 34% yield). (1) The reactants are [H-].[Na+].C1OCCOCCOCCOCCOC1.[F:18][C:19]1[C:24]([C:25]2[NH:29][CH:28]=[C:27]([CH2:30][N:31]([CH3:39])[C:32](=[O:38])[O:33][C:34]([CH3:37])([CH3:36])[CH3:35])[CH:26]=2)=[CH:23][CH:22]=[CH:21][N:20]=1.[S:40]1[CH:44]=[CH:43][N:42]=[C:41]1[S:45](Cl)(=[O:47])=[O:46]. The catalyst is O1CCCC1.O. The product is [F:18][C:19]1[C:24]([C:25]2[N:29]([S:45]([C:41]3[S:40][CH:44]=[CH:43][N:42]=3)(=[O:47])=[O:46])[CH:28]=[C:27]([CH2:30][N:31]([CH3:39])[C:32](=[O:38])[O:33][C:34]([CH3:35])([CH3:36])[CH3:37])[CH:26]=2)=[CH:23][CH:22]=[CH:21][N:20]=1. The yield is 0.620. (2) The reactants are C(OC([N:8]1[CH2:11][CH:10]([O:12][C:13]2[CH:14]=[C:15]3[C:24](=[CH:25][C:26]=2[CH:27]([CH3:29])[CH3:28])[O:23][CH2:22][C:21]2[N:16]3[CH:17]([CH3:31])[C:18](=[O:30])[NH:19][N:20]=2)[CH2:9]1)=O)(C)(C)C.[C:32]([OH:38])([C:34]([F:37])([F:36])[F:35])=[O:33]. The catalyst is C(Cl)Cl. The product is [F:35][C:34]([F:37])([F:36])[C:32]([OH:38])=[O:33].[NH:8]1[CH2:9][CH:10]([O:12][C:13]2[CH:14]=[C:15]3[C:24](=[CH:25][C:26]=2[CH:27]([CH3:28])[CH3:29])[O:23][CH2:22][C:21]2[N:16]3[CH:17]([CH3:31])[C:18](=[O:30])[NH:19][N:20]=2)[CH2:11]1. The yield is 0.510. (3) The reactants are [CH3:1][O:2][CH2:3][O:4][C:5]1[CH:6]=[CH:7][C:8]([OH:11])=[N:9][CH:10]=1.C([O-])([O-])=O.[K+].[K+].Br[CH2:19][CH2:20][O:21][CH3:22]. The catalyst is CN(C=O)C. The product is [CH3:22][O:21][CH2:20][CH2:19][O:11][C:8]1[CH:7]=[CH:6][C:5]([O:4][CH2:3][O:2][CH3:1])=[CH:10][N:9]=1. The yield is 0.270. (4) The reactants are [N:1]1([C:7]([C:9]2[S:10][CH:11]=[CH:12][CH:13]=2)=[O:8])[CH2:6][CH2:5][NH:4][CH2:3][CH2:2]1.Cl[C:15]1[C:24]2[C:19](=[CH:20][CH:21]=[CH:22][CH:23]=2)[NH:18][C:17](=[O:25])[C:16]=1[C:26]#[N:27]. The catalyst is C1(C)C=CC=CC=1. The product is [O:25]=[C:17]1[C:16]([C:26]#[N:27])=[C:15]([N:4]2[CH2:5][CH2:6][N:1]([C:7]([C:9]3[S:10][CH:11]=[CH:12][CH:13]=3)=[O:8])[CH2:2][CH2:3]2)[C:24]2[C:19](=[CH:20][CH:21]=[CH:22][CH:23]=2)[NH:18]1. The yield is 0.880.